Dataset: Forward reaction prediction with 1.9M reactions from USPTO patents (1976-2016). Task: Predict the product of the given reaction. (1) Given the reactants C1(N)C(F)=C(F)C(F)=C(N)C=1F.Cl.Cl.[OH-].[Na+].[NH2:17][CH2:18][CH2:19][N:20]1[CH2:25][CH2:24][CH:23]([C@@H:26]2[CH2:35][C:34]3[C:29](=[CH:30][CH:31]=[C:32]([CH3:38])[C:33]=3[O:36][CH3:37])[C@H:28]([CH2:39][NH:40][CH:41]=[O:42])[O:27]2)[CH2:22][CH2:21]1.[F:43][C:44]1[CH:52]=[CH:51][C:47]([C:48](Cl)=[O:49])=[CH:46][CH:45]=1.C(O)C(N)(CO)CO, predict the reaction product. The product is: [F:43][C:44]1[CH:52]=[CH:51][C:47]([C:48]([NH:17][CH2:18][CH2:19][N:20]2[CH2:25][CH2:24][CH:23]([C@@H:26]3[CH2:35][C:34]4[C:29](=[CH:30][CH:31]=[C:32]([CH3:38])[C:33]=4[O:36][CH3:37])[C@H:28]([CH2:39][NH:40][CH:41]=[O:42])[O:27]3)[CH2:22][CH2:21]2)=[O:49])=[CH:46][CH:45]=1. (2) Given the reactants [S:1]1[CH:5]=[CH:4][CH:3]=[C:2]1[CH2:6][N:7]1[C:15](=[O:16])[C:14]2[C:9](=[CH:10][CH:11]=[CH:12][CH:13]=2)[C:8]1=[O:17].[BH4-].[Na+], predict the reaction product. The product is: [OH:16][CH:15]1[C:14]2[C:9](=[CH:10][CH:11]=[CH:12][CH:13]=2)[C:8](=[O:17])[N:7]1[CH2:6][C:2]1[S:1][CH:5]=[CH:4][CH:3]=1. (3) Given the reactants Br[C:2]1[CH:6]=[CH:5][S:4][C:3]=1[CH2:7][C:8](=O)[CH2:9][CH2:10][CH2:11][CH2:12][CH3:13].C([O-])([O-])=O.[K+].[K+].CN(C)C=O.[SH:26][CH2:27][C:28]([O:30][CH2:31][CH3:32])=[O:29], predict the reaction product. The product is: [CH2:8]([C:7]1[C:3]2[S:4][CH:5]=[CH:6][C:2]=2[S:26][C:27]=1[C:28]([O:30][CH2:31][CH3:32])=[O:29])[CH2:9][CH2:10][CH2:11][CH2:12][CH3:13]. (4) Given the reactants [CH2:1]1[C@@H:6](O)[C@@H:5](O)[C@H:4](O)[CH2:3][C@@:2]1([C:11]([OH:13])=[O:12])O.C(OCC)C, predict the reaction product. The product is: [C:11]([OH:13])(=[O:12])[C:2]1[CH:3]=[CH:4][CH:5]=[CH:6][CH:1]=1. (5) Given the reactants [N+:1]([C:4]1[CH:5]=[C:6]2[C:10](=[CH:11][CH:12]=1)[NH:9][C:8](=[O:13])[C:7]12[O:17][CH2:16][CH2:15][O:14]1)([O-])=O, predict the reaction product. The product is: [NH2:1][C:4]1[CH:5]=[C:6]2[C:10](=[CH:11][CH:12]=1)[NH:9][C:8](=[O:13])[C:7]12[O:17][CH2:16][CH2:15][O:14]1. (6) Given the reactants [F:1][CH2:2][C@@:3]1([C:50]([OH:52])=[O:51])[CH2:8][CH2:7][C:6]([C:9]2[C:10]([CH3:49])([CH3:48])[C@H:11]3[C@:24]([CH3:27])([CH2:25][CH:26]=2)[C@@H:23]2[C@:14]([CH3:47])([C@@:15]4([CH3:46])[C@H:20]([CH2:21][CH2:22]2)[C@H:19]2[C@H:28]([C:31]([CH3:33])=[CH2:32])[CH2:29][CH2:30][C@:18]2([NH:34][CH2:35][C:36]([N:38]2[CH2:43][CH2:42][C:41](O)(C)[CH2:40][CH2:39]2)=[O:37])[CH2:17][CH2:16]4)[CH2:13][CH2:12]3)=[CH:5][CH2:4]1.[CH3:53][S:54](C1CCNCC1)(=[O:56])=[O:55].C(O)(C(F)(F)F)=O, predict the reaction product. The product is: [F:1][CH2:2][C@@:3]1([C:50]([OH:52])=[O:51])[CH2:8][CH2:7][C:6]([C:9]2[C:10]([CH3:49])([CH3:48])[C@H:11]3[C@:24]([CH3:27])([CH2:25][CH:26]=2)[C@@H:23]2[C@:14]([CH3:47])([C@@:15]4([CH3:46])[C@H:20]([CH2:21][CH2:22]2)[C@H:19]2[C@H:28]([C:31]([CH3:33])=[CH2:32])[CH2:29][CH2:30][C@:18]2([NH:34][CH2:35][C:36]([N:38]2[CH2:43][CH2:42][CH:41]([S:54]([CH3:53])(=[O:56])=[O:55])[CH2:40][CH2:39]2)=[O:37])[CH2:17][CH2:16]4)[CH2:13][CH2:12]3)=[CH:5][CH2:4]1. (7) Given the reactants C(O[C:4](=[O:21])[CH2:5][C:6]([CH:8]1[CH2:13][CH2:12][N:11]([C:14]([O:16][C:17]([CH3:20])([CH3:19])[CH3:18])=[O:15])[CH2:10][CH2:9]1)=O)C.[NH2:22][C:23]1[CH:31]=[C:30]2[C:26]([C:27]([NH2:32])=[N:28][NH:29]2)=[CH:25][CH:24]=1.P([O-])([O-])([O-])=O.[K+].[K+].[K+], predict the reaction product. The product is: [NH2:22][C:23]1[CH:24]=[CH:25][C:26]2[C:30]([CH:31]=1)=[N:29][N:28]1[C:4](=[O:21])[CH:5]=[C:6]([CH:8]3[CH2:9][CH2:10][N:11]([C:14]([O:16][C:17]([CH3:18])([CH3:19])[CH3:20])=[O:15])[CH2:12][CH2:13]3)[NH:32][C:27]=21.